From a dataset of Forward reaction prediction with 1.9M reactions from USPTO patents (1976-2016). Predict the product of the given reaction. (1) Given the reactants [F:1][C:2]([F:7])([CH3:6])[C:3](O)=[O:4].F[P-](F)(F)(F)(F)F.N1(O[P+](N(C)C)(N(C)C)N(C)C)C2C=CC=CC=2N=N1.FC(F)(F)C(O)=O.[NH2:42][C@@H:43]([CH2:64][C:65]1[CH:70]=[CH:69][C:68]([CH:71]2[S:75](=[O:77])(=[O:76])[NH:74][C:73](=[O:78])[CH2:72]2)=[C:67]([F:79])[CH:66]=1)[C:44]([NH:46][CH2:47][CH2:48][CH2:49][CH2:50][CH2:51][O:52][C:53]1[CH:62]=[CH:61][CH:60]=[C:59]([OH:63])[C:54]=1[C:55]([O:57][CH3:58])=[O:56])=[O:45].C(N(CC)C(C)C)(C)C, predict the reaction product. The product is: [F:1][C:2]([F:7])([CH3:6])[C:3]([NH:42][C@@H:43]([CH2:64][C:65]1[CH:70]=[CH:69][C:68]([CH:71]2[S:75](=[O:76])(=[O:77])[NH:74][C:73](=[O:78])[CH2:72]2)=[C:67]([F:79])[CH:66]=1)[C:44]([NH:46][CH2:47][CH2:48][CH2:49][CH2:50][CH2:51][O:52][C:53]1[CH:62]=[CH:61][CH:60]=[C:59]([OH:63])[C:54]=1[C:55]([O:57][CH3:58])=[O:56])=[O:45])=[O:4]. (2) Given the reactants [CH3:1][C:2]1[C:3]([C:17](=[N:19]O)[CH3:18])=[CH:4][C:5]2[N:9]=[CH:8][N:7]([CH:10]3[CH2:15][CH2:14][CH2:13][CH2:12][O:11]3)[C:6]=2[CH:16]=1.[NH4+].[Cl-], predict the reaction product. The product is: [CH3:1][C:2]1[C:3]([CH:17]([NH2:19])[CH3:18])=[CH:4][C:5]2[N:9]=[CH:8][N:7]([CH:10]3[CH2:15][CH2:14][CH2:13][CH2:12][O:11]3)[C:6]=2[CH:16]=1. (3) Given the reactants [F:1][C:2]([F:17])([F:16])[C:3]1[CH:10]=[CH:9][C:6]([C:7]#[N:8])=[C:5]([N:11]2[CH:15]=NC=N2)[CH:4]=1.Cl[C:19](Cl)(OC(=O)OC(Cl)(Cl)Cl)Cl.[N-:30]=[C:31]=[O:32].N[C:34]1[C:39]2[O:40][CH2:41][C:42](=[O:44])[NH:43][C:38]=2[CH:37]=[CH:36][CH:35]=1, predict the reaction product. The product is: [CH3:19][N:11]([CH3:15])[C:5]1[CH:4]=[C:3]([C:2]([F:1])([F:16])[F:17])[CH:10]=[CH:9][C:6]=1[CH2:7][NH:8][C:31]([NH:30][C:34]1[C:39]2[O:40][CH2:41][C:42](=[O:44])[NH:43][C:38]=2[CH:37]=[CH:36][CH:35]=1)=[O:32]. (4) Given the reactants [C:1]([O:5][C:6]([N:8]1[CH2:13][CH2:12][C@@H:11]([C:14]([O:16]CC)=[O:15])[C@H:10]([C:19]2[CH:24]=[CH:23][C:22]([Cl:25])=[C:21]([Cl:26])[CH:20]=2)[CH2:9]1)=[O:7])([CH3:4])([CH3:3])[CH3:2].[OH-].[Na+].C(O)(=O)CC(CC(O)=O)(C(O)=O)O, predict the reaction product. The product is: [C:1]([O:5][C:6]([N:8]1[CH2:13][CH2:12][C@@H:11]([C:14]([OH:16])=[O:15])[C@H:10]([C:19]2[CH:24]=[CH:23][C:22]([Cl:25])=[C:21]([Cl:26])[CH:20]=2)[CH2:9]1)=[O:7])([CH3:4])([CH3:2])[CH3:3]. (5) Given the reactants FC(F)(F)C(O)=O.C([O:12][C:13](=[O:46])[C:14]([CH3:45])([CH3:44])[CH2:15][NH:16][C:17]([C:19]1[C:20]([OH:43])=[C:21]2[C:26](=[CH:27][N:28]=1)[N:25]([CH2:29][C:30]1[CH:35]=[CH:34][CH:33]=[CH:32][CH:31]=1)[C:24](=[O:36])[C:23]([C:37]1[CH:42]=[CH:41][CH:40]=[CH:39][CH:38]=1)=[CH:22]2)=[O:18])(C)(C)C, predict the reaction product. The product is: [CH2:29]([N:25]1[C:26]2[C:21](=[C:20]([OH:43])[C:19]([C:17]([NH:16][CH2:15][C:14]([CH3:45])([CH3:44])[C:13]([OH:46])=[O:12])=[O:18])=[N:28][CH:27]=2)[CH:22]=[C:23]([C:37]2[CH:38]=[CH:39][CH:40]=[CH:41][CH:42]=2)[C:24]1=[O:36])[C:30]1[CH:35]=[CH:34][CH:33]=[CH:32][CH:31]=1.